This data is from Full USPTO retrosynthesis dataset with 1.9M reactions from patents (1976-2016). The task is: Predict the reactants needed to synthesize the given product. (1) Given the product [C:39]([O:19][C:18](=[O:20])[C:17]1[CH:21]=[CH:22][C:23]([O:24][CH3:25])=[C:15]([C:14]2[C:13](=[O:26])[CH:12]=[CH:11][N:9]3[C:8]=2[CH:7]=[CH:6][C:5]([O:4][C:3]2[CH:27]=[CH:28][C:29]([F:31])=[CH:30][C:2]=2[F:1])=[N:10]3)[CH:16]=1)(=[O:41])[CH2:37][CH3:38], predict the reactants needed to synthesize it. The reactants are: [F:1][C:2]1[CH:30]=[C:29]([F:31])[CH:28]=[CH:27][C:3]=1[O:4][C:5]1[CH:6]=[CH:7][C:8]2[N:9]([CH:11]=[CH:12][C:13](=[O:26])[C:14]=2[C:15]2[CH:16]=[C:17]([CH:21]=[CH:22][C:23]=2[O:24][CH3:25])[C:18]([OH:20])=[O:19])[N:10]=1.C(N([CH2:37][CH3:38])CC)C.[CH2:39]([O:41]C(Cl)=O)C. (2) The reactants are: [N:1]([CH2:8][CH2:9][OH:10])([CH2:5][CH2:6][OH:7])[CH2:2][CH2:3][OH:4].[OH-].[Na+].[OH:13][CH2:14][CH:15]([CH2:17][OH:18])[OH:16]. Given the product [OH:13][CH2:14][CH:15]([CH2:17][OH:18])[OH:16].[N:1]([CH2:8][CH2:9][OH:10])([CH2:5][CH2:6][OH:7])[CH2:2][CH2:3][OH:4], predict the reactants needed to synthesize it. (3) Given the product [Br:1][C:2]1[CH:3]=[C:4]([O:20][C:19]2[N:15]([CH2:13][CH3:14])[N:16]=[CH:17][CH:18]=2)[C:5]([C:8]#[N:9])=[N:6][CH:7]=1, predict the reactants needed to synthesize it. The reactants are: [Br:1][C:2]1[CH:3]=[C:4]([N+]([O-])=O)[C:5]([C:8]#[N:9])=[N:6][CH:7]=1.[CH2:13]([N:15]1[C:19]([OH:20])=[CH:18][CH:17]=[N:16]1)[CH3:14].C(=O)([O-])[O-].[Na+].[Na+].C(#N)C.